From a dataset of Catalyst prediction with 721,799 reactions and 888 catalyst types from USPTO. Predict which catalyst facilitates the given reaction. Reactant: [H-].[Na+].N#N.[Cl:5][C:6]1[CH:11]=[CH:10][C:9]([OH:12])=[CH:8][N:7]=1.Cl[CH2:14][O:15][CH3:16]. Product: [Cl:5][C:6]1[CH:11]=[CH:10][C:9]([O:12][CH2:14][O:15][CH3:16])=[CH:8][N:7]=1. The catalyst class is: 3.